From a dataset of Drug-target binding data from BindingDB using Ki measurements. Regression. Given a target protein amino acid sequence and a drug SMILES string, predict the binding affinity score between them. We predict pKi (pKi = -log10(Ki in M); higher means stronger inhibition). Dataset: bindingdb_ki. (1) The drug is CCC(=O)C(CC(C)N(C)C)(c1ccccc1)c1ccccc1. The target protein (Q9Z0U5) has sequence MDPPQLLFYVNGQKVVENNVDPEMMLLPYLRKNLRLTGTKYGCGGGGCGACTVMISRYNPSTKSIRHHPVNACLTPICSLYGTAVTTVEGIGNTRTRLHPVQERIAKCHSTQCGFCTPGMVMSMYALLRNHPEPSLDQLTDALGGNLCRCTGYRPIIDACKTFCRASGCCESKENGVCCLDQGINGSAEFQEGDETSPELFSEKEFQPLDPTQELIFPPELMRIAEKQPPKTRVFYSNRMTWISPVTLEELVEAKFKYPGAPIVMGYTSVGPEVKFKGVFHPIIISPDRIEELSIINQTGDGLTLGAGLSLDQVKDILTDVVQKLPEETTQTYRALLKHLRTLAGSQIRNMASLGGHIVSRHLDSDLNPLLAVGNCTLNLLSKDGKRQIPLSEQFLRKCPDSDLKPQEVLVSVNIPCSRKWEFVSAFRQAQRQQNALAIVNSGMRVLFREGGGVIKELSILYGGVGPTTIGAKNSCQKLIGRPWNEEMLDTACRLVLDEV.... The pKi is 7.5. (2) The compound is O=C(O)c1cc2cc(O)c(O)cc2c(C(=O)c2ccc(O)c(O)c2)n1. The target protein (P08833) has sequence MSEVPVARVWLVLLLLTVQVGVTAGAPWQCAPCSAEKLALCPPVSASCSEVTRSAGCGCCPMCALPLGAACGVATARCARGLSCRALPGEQQPLHALTRGQGACVQESDASAPHAAEAGSPESPESTEITEEELLDNFHLMAPSEEDHSILWDAISTYDGSKALHVTNIKKWKEPCRIELYRVVESLAKAQETSGEEISKFYLPNCNKNGFYHSRQCETSMDGEAGLCWCVYPWNGKRIPGSPEIRGDPNCQIYFNVQN. The pKi is 8.3. (3) The compound is CSCC[C@H](N)C(=O)N1CCC[C@H]1C(=O)N[C@@H](Cc1cnc[nH]1)C(=O)N[C@@H](Cc1ccccc1)C(=O)N[C@@H](C)C(=O)N[C@@H](CC(N)=O)C(=O)N[C@@H](CC(C)C)C(=O)N1CCC[C@H]1C(=O)N[C@@H](CC(C)C)C(=O)N[C@@H](CCCN=C(N)N)C(=O)N[C@@H](Cc1ccccc1)C(N)=O. The target protein (Q9WVA9) has sequence MDSKWAAVLLLLLLLRNWGHAEEAGSWGEDQVFAEEDKGPHPSQYAHTPDRIQTPGSLMRVLLQAMERPRRNPAFLFQPQRFGRNAWGPWSKEQLSPQAREFWSLAAPQRFGKK. The pKi is 7.8. (4) The compound is O=C(Nc1ccc(Cl)c(C(F)(F)F)c1)[C@H]1CC=C[C@H]2CCN(Cc3ccccc3)C(=O)[C@@H]12. The target protein sequence is MDSPIQIFRGEPGPTCAPSACLPPNSSAWFPGWAEPDSNGSAGSEDAQLEPAHISPAIPVIITAVASVVFVVGLVGNSLVMFVIIRYTKMKTATNIYIFNLALADALVTTTMPFQSTVYLMNSWPFGDVLCKIVISIDYYNMFTSIFTLTMMSVDRYIAVCHPVKALDFRTPLKAKIINICIWLLSSSVGISAIVLGGTKVREDVDVIECSLQFPDDDYSWWDLFMKICVFIFAFVIPVLIIIVCYTLMILRLKSVRLLSGSREKDRNLRRITRLVLVVVAVFVVCWTPIHIFILVEALGSTSHSTAALSSYYFCIALGYTNSSLNPILYAFLDENFKRCFRDFCFPLKMRMERQSTSRVRNTVQDPAYLRDIDGMNKPV. The pKi is 6.3. (5) The compound is On1ncc2cc(CCc3noc(=S)[nH]3)ccc21. The target protein sequence is NLINYQDDAELATRAIPELTKLLNDEDQVVVNKAAVMVHQLSKKEASRHAIMRSPQMVSAIVRTMQNTNDVETARCTAGTLHNLSHHREGLLAIFKSGGIPALVKMLGSPVDSVLFYAITTLHNLLLHQEGAKMAVRLAGGLQKMVALLNKTNVKFLAITTDCLQILAYGNQESKLIILASGGPQALVNIMRTYTYEKLLWTTSRVLKVLSVCSSNKPAIVEAGGMQALGLHLTDPSQRLVQNCLWTLRNLSDAATKQEGMEGLLGTLVQLLGSDDINVVTCAAGILSNLTCNNYKNKMMVCQVGGIEALVRTVLRAGDREDITEPAICALRHLTSRHQEAEMAQNAVRLHYGLPVVVKLLHPPSHWPLIKATVGLIRNLALCPANHAPLREQGAIPRLVQLLVRAHQDTQRRTSMGGTQQQFVEGVRMEEIVEGCTGALHILARDVHNRIVIRGLNTIPLFVQLLYSPIENIQRVAAGVLCELAQDKEAAEAIEAEGAT.... The pKi is 5.1.